Dataset: Reaction yield outcomes from USPTO patents with 853,638 reactions. Task: Predict the reaction yield, written as a fraction of the theoretical maximum amount of product (1.0 means a 100% yield; for example, 0.34 means a 34% yield). (1) The reactants are Cl[CH2:2][CH2:3][CH2:4][C:5]([C:7]1[CH:12]=[CH:11][C:10]([CH2:13][CH:14]([C:19]([O:21][CH3:22])=[O:20])[C:15]([O:17][CH3:18])=[O:16])=[CH:9][CH:8]=1)=[O:6].C(=O)([O-])[O-].[K+].[K+].[N:29]1[CH:34]=[CH:33][C:32]([C:35]([OH:48])([C:42]2[CH:47]=[CH:46][CH:45]=[CH:44][CH:43]=2)[C:36]2[CH:41]=[CH:40][CH:39]=[CH:38][CH:37]=2)=[CH:31][CH:30]=1. The catalyst is O.C(OCC)(=O)C.C1(C)C=CC=CC=1. The product is [OH:48][C:35]([C:42]1[CH:47]=[CH:46][CH:45]=[CH:44][CH:43]=1)([C:36]1[CH:37]=[CH:38][CH:39]=[CH:40][CH:41]=1)[CH:32]1[CH2:33][CH2:34][N:29]([CH2:2][CH2:3][CH2:4][C:5]([C:7]2[CH:12]=[CH:11][C:10]([CH2:13][CH:14]([C:19]([O:21][CH3:22])=[O:20])[C:15]([O:17][CH3:18])=[O:16])=[CH:9][CH:8]=2)=[O:6])[CH2:30][CH2:31]1. The yield is 0.760. (2) The reactants are [C:1]([C:5]1[CH:10]=[CH:9][C:8]([C:11](=[O:35])[CH2:12][CH2:13][CH2:14][N:15]2[CH2:20][CH2:19][CH:18]([C:21]([OH:34])([C:28]3[CH:33]=[CH:32][CH:31]=[CH:30][CH:29]=3)[C:22]3[CH:27]=[CH:26][CH:25]=[CH:24][CH:23]=3)[CH2:17][CH2:16]2)=[CH:7][CH:6]=1)([CH3:4])([CH3:3])[CH3:2].[BH4-].[Na+]. The catalyst is CO. The product is [C:1]([C:5]1[CH:6]=[CH:7][C:8]([CH:11]([OH:35])[CH2:12][CH2:13][CH2:14][N:15]2[CH2:20][CH2:19][CH:18]([C:21]([OH:34])([C:28]3[CH:33]=[CH:32][CH:31]=[CH:30][CH:29]=3)[C:22]3[CH:23]=[CH:24][CH:25]=[CH:26][CH:27]=3)[CH2:17][CH2:16]2)=[CH:9][CH:10]=1)([CH3:4])([CH3:2])[CH3:3]. The yield is 0.760. (3) The reactants are C([N:8]1[CH2:21][CH2:20][C:19]2[C:18]3[C:13](=[CH:14][CH:15]=[C:16]4[O:25][CH2:24][CH:23]=[CH:22][C:17]4=3)[NH:12][C:11]=2[CH2:10][CH2:9]1)C1C=CC=CC=1.[ClH:26]. The catalyst is C(O)C.[Pd]. The product is [ClH:26].[CH2:22]1[C:17]2=[C:18]3[C:13](=[CH:14][CH:15]=[C:16]2[O:25][CH2:24][CH2:23]1)[NH:12][C:11]1[CH2:10][CH2:9][NH:8][CH2:21][CH2:20][C:19]3=1. The yield is 0.940. (4) The reactants are [CH3:1][C:2]1[C:6]([C:7]2[CH:19]=[N:18][C:17]3[C:16]4[CH:15]=[CH:14][C:13]([C:20]([O:22][CH3:23])=[O:21])=[CH:12][C:11]=4[NH:10][C:9]=3[CH:8]=2)=[C:5]([CH3:24])[O:4][N:3]=1.[CH:25]1([CH:29]([CH:31]2[CH2:34][CH2:33][CH2:32]2)O)[CH2:28][CH2:27][CH2:26]1.CP(C)(C)=CC#N. The catalyst is C1(C)C=CC=CC=1. The product is [CH:25]1([CH:29]([CH:31]2[CH2:34][CH2:33][CH2:32]2)[N:10]2[C:11]3[CH:12]=[C:13]([C:20]([O:22][CH3:23])=[O:21])[CH:14]=[CH:15][C:16]=3[C:17]3[N:18]=[CH:19][C:7]([C:6]4[C:2]([CH3:1])=[N:3][O:4][C:5]=4[CH3:24])=[CH:8][C:9]2=3)[CH2:28][CH2:27][CH2:26]1. The yield is 0.410. (5) The reactants are [CH3:1][O:2][C:3]1[CH:8]=[CH:7][C:6]([N:9]2[C:18](=[O:19])[C:17]3[C:12](=[CH:13][CH:14]=[CH:15][CH:16]=3)[N:11]=[C:10]2[CH:20]([NH:22][CH3:23])[CH3:21])=[CH:5][CH:4]=1.[C:24]([C:28]1[CH:33]=[CH:32][C:31]([S:34](Cl)(=[O:36])=[O:35])=[CH:30][CH:29]=1)([CH3:27])([CH3:26])[CH3:25].C(O)C(N)(CO)CO. The catalyst is C(Cl)Cl. The product is [C:24]([C:28]1[CH:33]=[CH:32][C:31]([S:34]([N:22]([CH:20]([C:10]2[N:9]([C:6]3[CH:7]=[CH:8][C:3]([O:2][CH3:1])=[CH:4][CH:5]=3)[C:18](=[O:19])[C:17]3[C:12](=[CH:13][CH:14]=[CH:15][CH:16]=3)[N:11]=2)[CH3:21])[CH3:23])(=[O:36])=[O:35])=[CH:30][CH:29]=1)([CH3:27])([CH3:25])[CH3:26]. The yield is 0.920. (6) The reactants are Cl.[Cl:2][C:3]1[CH:16]=[CH:15][C:14]2[S:13][C:12]3[C:7](=[CH:8][CH:9]=[CH:10][CH:11]=3)[N:6]([CH2:17][CH2:18][CH2:19][CH2:20][NH2:21])[C:5]=2[CH:4]=1.C(N(CC)CC)C.[C:29]1([CH3:39])[CH:34]=[CH:33][C:32]([S:35](Cl)(=[O:37])=[O:36])=[CH:31][CH:30]=1.[Na+].[Cl-]. The catalyst is CN(C=O)C. The product is [Cl:2][C:3]1[CH:16]=[CH:15][C:14]2[S:13][C:12]3[C:7](=[CH:8][CH:9]=[CH:10][CH:11]=3)[N:6]([CH2:17][CH2:18][CH2:19][CH2:20][NH:21][S:35]([C:32]3[CH:33]=[CH:34][C:29]([CH3:39])=[CH:30][CH:31]=3)(=[O:37])=[O:36])[C:5]=2[CH:4]=1. The yield is 0.500. (7) The reactants are [CH3:1][O:2][C:3](=[O:62])[NH:4][CH:5]([C:9]([N:11]1[CH:17]([C:18]2[NH:19][C:20]([C:23]3[CH:32]=[CH:31][C:30]4[C:25](=CC=[C:28]([C:33]5[CH:38]=[CH:37][C:36]([C:39]6[NH:40][C:41]([CH:44]7[CH:49]8[CH2:50][CH:46](CC8)[N:45]7[C:51](=[O:61])[CH:52]([NH:56][C:57]([O:59][CH3:60])=[O:58])[CH:53]([CH3:55])[CH3:54])=[N:42][CH:43]=6)=[CH:35][CH:34]=5)[CH:29]=4)[CH:24]=3)=[CH:21][N:22]=2)[CH2:16][C:13]2(C[CH2:14]2)[CH2:12]1)=[O:10])[CH:6]([CH3:8])[CH3:7].COC(=O)N[CH:67](C(N1CCCC1C1NC(C2C=CC3C(=CC=C(B4OC(C)(C)C(C)(C)O4)C=3)C=2)=CN=1)=O)[CH:68](C)C.COC(=O)NC(C(N1CC(=C)CC1C1NC(C2C=CC(Br)=CC=2)=CN=1)=O)C(C)C.P([O-])([O-])([O-])=O.[K+].[K+].[K+].C(=O)([O-])[O-].[K+].[K+]. No catalyst specified. The product is [CH3:60][O:59][C:57](=[O:58])[NH:56][CH:52]([C:51]([N:45]1[CH2:46][CH2:50][CH2:49][CH:44]1[C:41]1[NH:40][C:39]([C:36]2[CH:35]=[CH:34][C:33]3[C:38](=[CH:67][CH:68]=[C:29]([C:30]4[CH:25]=[CH:24][C:23]([C:20]5[NH:19][C:18]([CH:17]6[CH2:16][C:13](=[CH2:14])[CH2:12][N:11]6[C:9](=[O:10])[CH:5]([NH:4][C:3]([O:2][CH3:1])=[O:62])[CH:6]([CH3:8])[CH3:7])=[N:22][CH:21]=5)=[CH:32][CH:31]=4)[CH:28]=3)[CH:37]=2)=[CH:43][N:42]=1)=[O:61])[CH:53]([CH3:54])[CH3:55]. The yield is 0.0500.